This data is from Catalyst prediction with 721,799 reactions and 888 catalyst types from USPTO. The task is: Predict which catalyst facilitates the given reaction. Reactant: [CH:1]1([S:6][C:7]2[CH:12]=[CH:11][CH:10]=[C:9](Br)[CH:8]=2)[CH2:5][CH2:4][CH2:3][CH2:2]1.C([Li])CCC.[I:19]I.S([O-])([O-])=O.[Na+].[Na+]. Product: [CH:1]1([S:6][C:7]2[CH:12]=[CH:11][CH:10]=[C:9]([I:19])[CH:8]=2)[CH2:5][CH2:4][CH2:3][CH2:2]1. The catalyst class is: 1.